This data is from hERG Central: cardiac toxicity at 1µM, 10µM, and general inhibition. The task is: Predict hERG channel inhibition at various concentrations. (1) The molecule is CSCc1ccc(C(=O)NC(C)c2ccc(-n3ccnc3)cc2)cc1. Results: hERG_inhib (hERG inhibition (general)): blocker. (2) The drug is COc1ccc(CCNCc2ccc(SC)cc2)cc1. Results: hERG_inhib (hERG inhibition (general)): blocker. (3) The drug is C=CCN(CC=C)C(=O)C1CCN(Cc2ccc(OCc3ccccc3)cc2)CC1.O=C(O)C(=O)O. Results: hERG_inhib (hERG inhibition (general)): blocker. (4) The compound is COC(=O)c1[nH]c2ccccc2c1NC(=O)CN1CCN(Cc2ccc3c(c2)OCO3)CC1. Results: hERG_inhib (hERG inhibition (general)): blocker. (5) The compound is Cc1cc(Nc2n[nH]c(N)c2C#N)ccc1F. Results: hERG_inhib (hERG inhibition (general)): blocker.